This data is from Catalyst prediction with 721,799 reactions and 888 catalyst types from USPTO. The task is: Predict which catalyst facilitates the given reaction. (1) Reactant: [Si:1]([O:8][CH:9]([C:31]1[CH:36]=[CH:35][C:34]([F:37])=[CH:33][CH:32]=1)[CH2:10][CH2:11][CH:12]1[CH:15]([C:16]2[CH:21]=[CH:20][C:19]([OH:22])=[CH:18][CH:17]=2)[N:14]([C:23]2[CH:28]=[CH:27][C:26]([F:29])=[CH:25][CH:24]=2)[C:13]1=[O:30])([C:4]([CH3:7])([CH3:6])[CH3:5])([CH3:3])[CH3:2].[Br-].[Br:39][CH:40]([CH2:47][CH3:48])[CH2:41][CH2:42][N+:43]([CH3:46])([CH3:45])[CH3:44]. Product: [Br-:39].[F:29][C:26]1[CH:25]=[CH:24][C:23]([N:14]2[C:13](=[O:30])[CH:12]([CH2:11][CH2:10][CH:9]([C:31]3[CH:32]=[CH:33][C:34]([F:37])=[CH:35][CH:36]=3)[O:8][Si:1]([C:4]([CH3:7])([CH3:6])[CH3:5])([CH3:3])[CH3:2])[CH:15]2[C:16]2[CH:21]=[CH:20][C:19]([O:22][CH2:48][CH2:47][CH2:40][CH2:41][CH2:42][N+:43]([CH3:46])([CH3:45])[CH3:44])=[CH:18][CH:17]=2)=[CH:28][CH:27]=1. The catalyst class is: 10. (2) Reactant: [CH3:1][O:2][C:3]1[CH:8]=[CH:7][C:6]([N:9]2[C:17](=[O:18])[C:16]3[C@@H:15]4[C:19]([CH3:21])([CH3:20])[C@@:12]([CH3:22])([CH2:13][CH2:14]4)[C:11]=3[NH:10]2)=[CH:5][CH:4]=1.I[CH3:24]. Product: [CH3:1][O:2][C:3]1[CH:4]=[CH:5][C:6]([N:9]2[C:17](=[O:18])[C:16]3[C@@H:15]4[C:19]([CH3:21])([CH3:20])[C@@:12]([CH3:22])([CH2:13][CH2:14]4)[C:11]=3[N:10]2[CH3:24])=[CH:7][CH:8]=1. The catalyst class is: 204. (3) Reactant: [F:1][CH2:2][CH2:3][OH:4].[S:5](Cl)([C:8]1[CH:14]=[CH:13][C:11]([CH3:12])=[CH:10][CH:9]=1)(=[O:7])=[O:6]. Product: [CH3:12][C:11]1[CH:13]=[CH:14][C:8]([S:5]([O:4][CH2:3][CH2:2][F:1])(=[O:7])=[O:6])=[CH:9][CH:10]=1. The catalyst class is: 17.